From a dataset of Full USPTO retrosynthesis dataset with 1.9M reactions from patents (1976-2016). Predict the reactants needed to synthesize the given product. (1) Given the product [OH:1][N:2]=[C:3]([C:5]1[CH:13]=[C:12]([CH3:14])[C:8]2[NH:9][CH:10]=[N:11][C:7]=2[CH:6]=1)[NH2:4], predict the reactants needed to synthesize it. The reactants are: [OH:1][N:2]=[C:3]([C:5]1[CH:13]=[CH:12][C:8]2[NH:9][CH:10]=[N:11][C:7]=2[CH:6]=1)[NH2:4].[CH3:14]C1C2NC=NC=2C=C(C#N)C=1. (2) Given the product [CH:3]([C:15]1[CH:14]=[C:9]([CH:18]=[CH:17][C:16]=1[OH:29])[C:10]([O:12][CH3:13])=[O:11])=[O:4], predict the reactants needed to synthesize it. The reactants are: FC(F)(F)[C:3](O)=[O:4].O[C:9]1([CH:18]=[CH:17][CH:16]=[CH:15][CH2:14]1)[C:10]([O:12][CH3:13])=[O:11].C1N2CN3CN(C2)CN1C3.[OH2:29]. (3) Given the product [OH:14][CH2:13][C:2]1([CH3:1])[C:11](=[O:12])[CH2:10][CH2:9][C:4]2([O:5][CH2:6][CH2:7][O:8]2)[CH2:3]1, predict the reactants needed to synthesize it. The reactants are: [CH3:1][CH:2]1[C:11](=[O:12])[CH2:10][CH2:9][C:4]2([O:8][CH2:7][CH2:6][O:5]2)[CH2:3]1.[CH2:13]=[O:14].Cl.[Cl-].[NH4+]. (4) The reactants are: [C:1](=[NH:25])([O:3][CH2:4][CH2:5][C:6]1[CH:11]=[CH:10][C:9]([O:12][C:13]2[CH:18]=[CH:17][C:16]([Cl:19])=[C:15]([O:20][C:21]([F:24])([F:23])[F:22])[CH:14]=2)=[CH:8][CH:7]=1)[NH2:2].[OH:26]/[CH:27]=[C:28](/[CH2:33][C:34]1[CH:35]=[N:36][CH:37]=[N:38][CH:39]=1)\[C:29](OC)=O.C([O-])([O-])=O.[Cs+].[Cs+]. Given the product [Cl:19][C:16]1[CH:17]=[CH:18][C:13]([O:12][C:9]2[CH:8]=[CH:7][C:6]([CH2:5][CH2:4][O:3][C:1]3[NH:2][CH:29]=[C:28]([CH2:33][C:34]4[CH:39]=[N:38][CH:37]=[N:36][CH:35]=4)[C:27](=[O:26])[N:25]=3)=[CH:11][CH:10]=2)=[CH:14][C:15]=1[O:20][C:21]([F:24])([F:22])[F:23], predict the reactants needed to synthesize it. (5) Given the product [Br:1][C:2]1[CH:13]=[C:12]([O:14][C@@H:15]([C@H:17]2[CH2:21][NH:20][C:19](=[O:32])[CH2:18]2)[CH3:16])[C:5]2[N:6]([CH:9]3[CH2:10][CH2:11]3)[CH:7]=[N:8][C:4]=2[CH:3]=1, predict the reactants needed to synthesize it. The reactants are: [Br:1][C:2]1[CH:13]=[C:12]([O:14][C@@H:15]([C@H:17]2[CH2:21][N:20]([C@@H](C3C=CC(OC)=CC=3)C)[C:19](=[O:32])[CH2:18]2)[CH3:16])[C:5]2[N:6]([CH:9]3[CH2:11][CH2:10]3)[CH:7]=[N:8][C:4]=2[CH:3]=1.C(O)(C(F)(F)F)=O. (6) Given the product [C:23]([O:27][C:28]([N:30]1[CH2:34][CH2:33][C@@H:32]([NH:35][C:18]2[C:17]([N+:20]([O-:22])=[O:21])=[CH:16][N:15]=[C:14]3[N:10]([S:7]([C:1]4[CH:6]=[CH:5][CH:4]=[CH:3][CH:2]=4)(=[O:9])=[O:8])[CH:11]=[CH:12][C:13]=23)[CH2:31]1)=[O:29])([CH3:26])([CH3:24])[CH3:25], predict the reactants needed to synthesize it. The reactants are: [C:1]1([S:7]([N:10]2[C:14]3=[N:15][CH:16]=[C:17]([N+:20]([O-:22])=[O:21])[C:18](Cl)=[C:13]3[CH:12]=[CH:11]2)(=[O:9])=[O:8])[CH:6]=[CH:5][CH:4]=[CH:3][CH:2]=1.[C:23]([O:27][C:28]([N:30]1[CH2:34][CH2:33][C@@H:32]([NH2:35])[CH2:31]1)=[O:29])([CH3:26])([CH3:25])[CH3:24].C(N(C(C)C)CC)(C)C.